From a dataset of CYP2D6 substrate classification data from Carbon-Mangels et al.. Regression/Classification. Given a drug SMILES string, predict its absorption, distribution, metabolism, or excretion properties. Task type varies by dataset: regression for continuous measurements (e.g., permeability, clearance, half-life) or binary classification for categorical outcomes (e.g., BBB penetration, CYP inhibition). Dataset: cyp2d6_substrate_carbonmangels. The compound is CN1CCC[C@H]1c1cccnc1. The result is 1 (substrate).